Regression. Given a target protein amino acid sequence and a drug SMILES string, predict the binding affinity score between them. We predict pKi (pKi = -log10(Ki in M); higher means stronger inhibition). Dataset: bindingdb_ki. From a dataset of Drug-target binding data from BindingDB using Ki measurements. (1) The compound is Cc1c(C(=O)c2cccc3ccccc23)c2cccc3c2n1[C@H](CN1CCOCC1)CO3. The target protein sequence is MDTMTMETLLLSSTLLLLPFNKHGGAKLAGWLVNDLPRRRIMKPPSRFEVHIRFCCLKPENAETTFKVDGRRFNMSTKTLKLYRDTTYRIGVTSSPPMEFEEAEINGENLISHLEPDGGIEADWSTAGFSKTKSRSRCNIRLMLRGVFGSVTQDLQCKFYDISDPHAQWGDKFRQMVLVCSTYDDCMINVVEVELK. The pKi is 7.2. (2) The small molecule is CS(=O)(=O)CCNCc1ccc(-c2ccc3ncnc(Nc4ccc(OCc5ccccc5)c(Cl)c4)c3c2)o1. The target protein (P0AE05) has sequence MDTTQVTLIHKILAAADERNLPLWIGGGWAIDARLGRVTRKHDDIDLTFPGERRGELEAIVEMLGGRVMEELDYGFLAEIGDELLDCEPAWWADEAYEIAEAPQGSCPEAAEGVIAGRPVRCNSWEAIIWDYFYYADEVPPVDWPTKHIESYRLACTSLGAEKVEVLRAAFRSRYAA. The pKi is 4.2. (3) The small molecule is C#CCSc1nc2cc(-n3nc(C(C)(C)C)oc3=O)c(Cl)cc2s1. The target protein (P50336) has sequence MGRTVVVLGGGISGLAASYHLSRAPCPPKVVLVESSERLGGWIRSVRGPNGAIFELGPRGIRPAGALGARTLLLVSELGLDSEVLPVRGDHPAAQNRFLYVGGALHALPTGLRGLLRPSPPFSKPLFWAGLRELTKPRGKEPDETVHSFAQRRLGPEVASLAMDSLCRGVFAGNSRELSIRSCFPSLFQAEQTHRSILLGLLLGAGRTPQPDSALIRQALAERWSQWSLRGGLEMLPQALETHLTSRGVSVLRGQPVCGLSLQAEGRWKVSLRDSSLEADHVISAIPASVLSELLPAEAAPLARALSAITAVSVAVVNLQYQGAHLPVQGFGHLVPSSEDPGVLGIVYDSVAFPEQDGSPPGLRVTVMLGGSWLQTLEASGCVLSQELFQQRAQEAAATQLGLKEMPSHCLVHLHKNCIPQYTLGHWQKLESARQFLTAHRLPLTLAGASYEGVAVNDCIESGRQAAVSVLGTEPNS. The pKi is 5.1.